From a dataset of Full USPTO retrosynthesis dataset with 1.9M reactions from patents (1976-2016). Predict the reactants needed to synthesize the given product. Given the product [C:4]([C:6]1[CH:7]=[C:8]([CH:19]=[CH:20][CH:21]=1)[O:9][C:10]1[CH:11]=[CH:12][C:13]([N+:16]([O-:18])=[O:17])=[CH:14][CH:15]=1)([OH:5])=[O:3], predict the reactants needed to synthesize it. The reactants are: C([O:3][C:4]([C:6]1[CH:7]=[C:8]([CH:19]=[CH:20][CH:21]=1)[O:9][C:10]1[CH:15]=[CH:14][C:13]([N+:16]([O-:18])=[O:17])=[CH:12][CH:11]=1)=[O:5])C.C1COCC1.O.O[Li].O.